Dataset: Reaction yield outcomes from USPTO patents with 853,638 reactions. Task: Predict the reaction yield, written as a fraction of the theoretical maximum amount of product (1.0 means a 100% yield; for example, 0.34 means a 34% yield). (1) The reactants are [Cl:1][C:2]1[CH:7]=[CH:6][C:5]([O:8][C:9]2[CH:14]=[CH:13][C:12]([CH2:15][S:16][C:17]3[NH:18][CH:19]=[C:20]([CH2:24][C:25]4[CH:26]=[N:27][C:28]([O:31][CH3:32])=[N:29][CH:30]=4)[C:21](=[O:23])[N:22]=3)=[CH:11][CH:10]=2)=[CH:4][C:3]=1[C:33]([F:36])([F:35])[F:34].[CH3:37]CN(C(C)C)C(C)C.CI. The catalyst is C(Cl)Cl. The product is [Cl:1][C:2]1[CH:7]=[CH:6][C:5]([O:8][C:9]2[CH:10]=[CH:11][C:12]([CH2:15][S:16][C:17]3[N:18]([CH3:37])[CH:19]=[C:20]([CH2:24][C:25]4[CH:30]=[N:29][C:28]([O:31][CH3:32])=[N:27][CH:26]=4)[C:21](=[O:23])[N:22]=3)=[CH:13][CH:14]=2)=[CH:4][C:3]=1[C:33]([F:35])([F:36])[F:34]. The yield is 0.325. (2) The reactants are [NH2:1][C:2]1[C:10]2[C:5](=[N:6][CH:7]=[C:8]([Br:25])[C:9]=2[N:11]2[CH2:16][CH2:15][CH2:14][C@@H:13]([NH:17][C:18](=[O:24])[O:19][C:20]([CH3:23])([CH3:22])[CH3:21])[CH2:12]2)[NH:4][CH:3]=1.C([O:29][C@@H:30]([CH3:34])[C:31](O)=[O:32])(=O)C.C1N(P(Cl)(N2C(=O)OCC2)=O)C(=O)OC1.C(N(CC)CC)C.[Li+].[OH-]. The catalyst is C(Cl)Cl.CC#N.O.O. The product is [Br:25][C:8]1[C:9]([N:11]2[CH2:16][CH2:15][CH2:14][C@@H:13]([NH:17][C:18](=[O:24])[O:19][C:20]([CH3:21])([CH3:22])[CH3:23])[CH2:12]2)=[C:10]2[C:2]([NH:1][C:31](=[O:32])[C@@H:30]([OH:29])[CH3:34])=[CH:3][NH:4][C:5]2=[N:6][CH:7]=1. The yield is 0.510. (3) The reactants are [CH3:1][C:2]1[CH:8]=[C:7]([S:9]C#N)[CH:6]=[C:5]([O:12][C:13]2[CH:18]=[CH:17][C:16]([S:19]([CH3:22])(=[O:21])=[O:20])=[CH:15][CH:14]=2)[C:3]=1[NH2:4].I[CH:24]([CH3:26])[CH3:25].[OH-].[Na+].[BH4-].[Na+]. The catalyst is O1CCCC1.CC(O)C. The product is [CH:24]([S:9][C:7]1[CH:6]=[C:5]([O:12][C:13]2[CH:14]=[CH:15][C:16]([S:19]([CH3:22])(=[O:21])=[O:20])=[CH:17][CH:18]=2)[C:3]([NH2:4])=[C:2]([CH3:1])[CH:8]=1)([CH3:26])[CH3:25]. The yield is 0.370. (4) The catalyst is C(Cl)Cl. The reactants are [CH:1]1[C:13]([OH:14])=[CH:12][C:11]2[C:15]3[C:20]([N:9]4[C:10]=2[C:2]=1[C:3]1[CH:4]=[CH:5][CH:6]=[CH:7][C:8]=14)=[CH:19][CH:18]=[CH:17][CH:16]=3.N1C=CC=CC=1.[F:27][C:28]([F:41])([F:40])[S:29](O[S:29]([C:28]([F:41])([F:40])[F:27])(=[O:31])=[O:30])(=[O:31])=[O:30]. The product is [F:27][C:28]([F:41])([F:40])[S:29]([O:14][C:13]1[CH:12]=[C:11]2[C:10]3=[C:2]([C:3]4[C:8]([N:9]3[C:20]3[CH:19]=[CH:18][CH:17]=[CH:16][C:15]2=3)=[CH:7][CH:6]=[CH:5][CH:4]=4)[CH:1]=1)(=[O:31])=[O:30]. The yield is 0.900. (5) The reactants are C(O[CH:5]1[C:18]2[C:17]3[C:12](=[CH:13][CH:14]=[C:15]([O:19][CH3:20])[CH:16]=3)[N:11]=[CH:10][C:9]=2[O:8][CH:7]([O:21][C:22](=[O:24])[CH3:23])[CH:6]1[C@H:25]1[CH2:30][CH2:29][C@H:28]([NH:31][C:32]([O:34][C:35]([CH3:38])([CH3:37])[CH3:36])=[O:33])[CH2:27][CH2:26]1)(=O)C. The catalyst is [Pd].CO. The product is [C:35]([O:34][C:32]([NH:31][C@H:28]1[CH2:27][CH2:26][C@H:25]([CH:6]2[CH2:5][C:18]3[C:17]4[C:12](=[CH:13][CH:14]=[C:15]([O:19][CH3:20])[CH:16]=4)[N:11]=[CH:10][C:9]=3[O:8][CH:7]2[O:21][C:22](=[O:24])[CH3:23])[CH2:30][CH2:29]1)=[O:33])([CH3:38])([CH3:36])[CH3:37]. The yield is 0.710. (6) The reactants are [CH:1]1[CH:2]=[C:3]([CH2:6][NH:7][C:8]2[C:13]([C:14]([OH:16])=O)=[CH:12][C:11]([S:17]([NH2:20])(=[O:19])=[O:18])=[C:10]([Cl:21])[CH:9]=2)[O:4][CH:5]=1.CCN=C=NCCCN(C)C.[CH2:33]([CH2:35][NH2:36])[OH:34]. The catalyst is CN(C=O)C.ClCCl. The product is [Cl:21][C:10]1[CH:9]=[C:8]([NH:7][CH2:6][C:3]2[O:4][CH:5]=[CH:1][CH:2]=2)[C:13]([C:14]([NH:36][CH2:35][CH2:33][OH:34])=[O:16])=[CH:12][C:11]=1[S:17](=[O:19])(=[O:18])[NH2:20]. The yield is 0.420.